From a dataset of NCI-60 drug combinations with 297,098 pairs across 59 cell lines. Regression. Given two drug SMILES strings and cell line genomic features, predict the synergy score measuring deviation from expected non-interaction effect. (1) Drug 1: CC1C(C(CC(O1)OC2CC(CC3=C2C(=C4C(=C3O)C(=O)C5=C(C4=O)C(=CC=C5)OC)O)(C(=O)CO)O)N)O.Cl. Drug 2: C1=NNC2=C1C(=O)NC=N2. Cell line: NCIH23. Synergy scores: CSS=2.97, Synergy_ZIP=0.372, Synergy_Bliss=1.15, Synergy_Loewe=-0.536, Synergy_HSA=-0.414. (2) Drug 1: CC1OCC2C(O1)C(C(C(O2)OC3C4COC(=O)C4C(C5=CC6=C(C=C35)OCO6)C7=CC(=C(C(=C7)OC)O)OC)O)O. Drug 2: CCC1(CC2CC(C3=C(CCN(C2)C1)C4=CC=CC=C4N3)(C5=C(C=C6C(=C5)C78CCN9C7C(C=CC9)(C(C(C8N6C=O)(C(=O)OC)O)OC(=O)C)CC)OC)C(=O)OC)O.OS(=O)(=O)O. Cell line: OVCAR-4. Synergy scores: CSS=8.11, Synergy_ZIP=-3.20, Synergy_Bliss=-2.71, Synergy_Loewe=-3.29, Synergy_HSA=-0.488. (3) Drug 1: COC1=C(C=C2C(=C1)N=CN=C2NC3=CC(=C(C=C3)F)Cl)OCCCN4CCOCC4. Drug 2: CCC1(CC2CC(C3=C(CCN(C2)C1)C4=CC=CC=C4N3)(C5=C(C=C6C(=C5)C78CCN9C7C(C=CC9)(C(C(C8N6C)(C(=O)OC)O)OC(=O)C)CC)OC)C(=O)OC)O.OS(=O)(=O)O. Cell line: HCC-2998. Synergy scores: CSS=45.8, Synergy_ZIP=7.68, Synergy_Bliss=9.92, Synergy_Loewe=10.4, Synergy_HSA=10.5.